From a dataset of NCI-60 drug combinations with 297,098 pairs across 59 cell lines. Regression. Given two drug SMILES strings and cell line genomic features, predict the synergy score measuring deviation from expected non-interaction effect. (1) Drug 1: CS(=O)(=O)C1=CC(=C(C=C1)C(=O)NC2=CC(=C(C=C2)Cl)C3=CC=CC=N3)Cl. Drug 2: CC1OCC2C(O1)C(C(C(O2)OC3C4COC(=O)C4C(C5=CC6=C(C=C35)OCO6)C7=CC(=C(C(=C7)OC)O)OC)O)O. Cell line: SW-620. Synergy scores: CSS=48.4, Synergy_ZIP=11.8, Synergy_Bliss=11.3, Synergy_Loewe=-16.4, Synergy_HSA=9.46. (2) Drug 1: C1=CC(=CC=C1C#N)C(C2=CC=C(C=C2)C#N)N3C=NC=N3. Drug 2: CC1=C(N=C(N=C1N)C(CC(=O)N)NCC(C(=O)N)N)C(=O)NC(C(C2=CN=CN2)OC3C(C(C(C(O3)CO)O)O)OC4C(C(C(C(O4)CO)O)OC(=O)N)O)C(=O)NC(C)C(C(C)C(=O)NC(C(C)O)C(=O)NCCC5=NC(=CS5)C6=NC(=CS6)C(=O)NCCC[S+](C)C)O. Cell line: NCI/ADR-RES. Synergy scores: CSS=41.8, Synergy_ZIP=-0.629, Synergy_Bliss=-1.22, Synergy_Loewe=-9.05, Synergy_HSA=1.29.